Dataset: Reaction yield outcomes from USPTO patents with 853,638 reactions. Task: Predict the reaction yield, written as a fraction of the theoretical maximum amount of product (1.0 means a 100% yield; for example, 0.34 means a 34% yield). (1) The reactants are [Cl:1][C:2]1[C:10]2[O:9][CH2:8][O:7][C:6]=2[CH:5]=[C:4]([CH2:11]Cl)[CH:3]=1.[C-:13]#[N:14].[Na+].O. The catalyst is CS(C)=O. The product is [Cl:1][C:2]1[C:10]2[O:9][CH2:8][O:7][C:6]=2[CH:5]=[C:4]([CH2:11][C:13]#[N:14])[CH:3]=1. The yield is 0.580. (2) The reactants are [Cl:1][C:2]1[CH:3]=[C:4]([CH:18]=[CH:19][C:20]=1[Cl:21])[CH2:5][NH:6][C:7]1[CH:8]=[CH:9][C:10]2[N:11]([C:13]([CH2:16]O)=[CH:14][N:15]=2)[N:12]=1.C1(P(C2C=CC=CC=2)C2C=CC=CC=2)C=CC=CC=1.BrN1C(=O)CCC1=O.[NH:49]1[CH2:54][CH2:53][O:52][CH2:51][CH2:50]1. The catalyst is O1CCOCC1.CN(C=O)C. The product is [Cl:1][C:2]1[CH:3]=[C:4]([CH:18]=[CH:19][C:20]=1[Cl:21])[CH2:5][NH:6][C:7]1[CH:8]=[CH:9][C:10]2[N:11]([C:13]([CH2:16][N:49]3[CH2:54][CH2:53][O:52][CH2:51][CH2:50]3)=[CH:14][N:15]=2)[N:12]=1. The yield is 0.180. (3) The reactants are [CH3:1][C:2]1[CH:7]=[C:6]([C:8]([F:11])([F:10])[F:9])[C:5]([N+:12]([O-:14])=[O:13])=[CH:4][C:3]=1[N+:15]([O-:17])=[O:16].C[C:19]([N:21]([CH3:23])[CH3:22])=O. The catalyst is CN(C=O)C. The product is [N+:15]([C:3]1[CH:4]=[C:5]([N+:12]([O-:14])=[O:13])[C:6]([C:8]([F:10])([F:11])[F:9])=[CH:7][C:2]=1/[CH:1]=[CH:19]/[N:21]([CH3:23])[CH3:22])([O-:17])=[O:16]. The yield is 0.860. (4) The reactants are [NH:1]1[C:5](B(O)O)=[CH:4][CH:3]=[N:2]1.Br[C:10]1[CH:11]=[C:12]([CH:14]=[CH:15][CH:16]=1)[NH2:13].[O-]P([O-])([O-])=O.[K+].[K+].[K+].C1(P(C2CCCCC2)C2CCCCC2)CCCCC1. The catalyst is O1CCOCC1.C1C=CC(/C=C/C(/C=C/C2C=CC=CC=2)=O)=CC=1.C1C=CC(/C=C/C(/C=C/C2C=CC=CC=2)=O)=CC=1.C1C=CC(/C=C/C(/C=C/C2C=CC=CC=2)=O)=CC=1.[Pd].[Pd]. The product is [N:2]1[NH:1][C:5]([C:10]2[CH:11]=[C:12]([NH2:13])[CH:14]=[CH:15][CH:16]=2)=[CH:4][CH:3]=1. The yield is 0.200.